This data is from Full USPTO retrosynthesis dataset with 1.9M reactions from patents (1976-2016). The task is: Predict the reactants needed to synthesize the given product. (1) Given the product [CH2:1]([O:8][C:9]1[CH:14]=[CH:13][C:12]([C@H:15]([OH:31])[C@@H:16]([N:18]2[CH2:19][CH2:20][C:21]([OH:30])([C:24]3[CH:25]=[CH:26][CH:27]=[CH:28][CH:29]=3)[CH2:22][CH2:23]2)[CH3:17])=[CH:11][CH:10]=1)[C:2]1[CH:7]=[CH:6][CH:5]=[CH:4][CH:3]=1, predict the reactants needed to synthesize it. The reactants are: [CH2:1]([O:8][C:9]1[CH:14]=[CH:13][C:12]([C:15](=[O:31])[C@@H:16]([N:18]2[CH2:23][CH2:22][C:21]([OH:30])([C:24]3[CH:29]=[CH:28][CH:27]=[CH:26][CH:25]=3)[CH2:20][CH2:19]2)[CH3:17])=[CH:11][CH:10]=1)[C:2]1[CH:7]=[CH:6][CH:5]=[CH:4][CH:3]=1.[BH4-].[Li+].O. (2) Given the product [C:1]([NH:4][C:5]1[CH:6]=[C:7]([CH:21]=[CH:22][CH:23]=1)[CH2:8][NH:9][C:10]([C:12]1[C:13]2[CH:14]=[CH:15][N:16]([C:27]3[CH:28]=[CH:29][N:30]=[C:25]([NH2:24])[N:26]=3)[C:17]=2[CH:18]=[CH:19][CH:20]=1)=[O:11])(=[O:3])[CH3:2], predict the reactants needed to synthesize it. The reactants are: [C:1]([NH:4][C:5]1[CH:6]=[C:7]([CH:21]=[CH:22][CH:23]=1)[CH2:8][NH:9][C:10]([C:12]1[C:13]2[CH:14]=[CH:15][NH:16][C:17]=2[CH:18]=[CH:19][CH:20]=1)=[O:11])(=[O:3])[CH3:2].[NH2:24][C:25]1[N:30]=[C:29](Cl)[CH:28]=[CH:27][N:26]=1.C([O-])([O-])=O.[Cs+].[Cs+].CO. (3) Given the product [F:26][C:27]1[CH:28]=[CH:29][C:30]([CH2:31][CH:32]2[CH2:33][CH2:34][N:35]([CH2:2][C:3]([NH:5][C:6]3[CH:15]=[CH:14][C:9]4[NH:10][C:11](=[O:13])[O:12][C:8]=4[CH:7]=3)=[O:4])[CH2:36][CH2:37]2)=[CH:38][CH:39]=1, predict the reactants needed to synthesize it. The reactants are: Cl[CH2:2][C:3]([NH:5][C:6]1[CH:15]=[CH:14][C:9]2[NH:10][C:11](=[O:13])[O:12][C:8]=2[CH:7]=1)=[O:4].[I-].[K+].C(N(CC)CC)C.Cl.[F:26][C:27]1[CH:39]=[CH:38][C:30]([CH2:31][CH:32]2[CH2:37][CH2:36][NH:35][CH2:34][CH2:33]2)=[CH:29][CH:28]=1. (4) Given the product [O:12]=[C:11]([N:13]1[CH2:17][CH2:16][CH2:15][CH2:14]1)[CH2:10][C:6]1[CH:5]=[C:4]([CH:9]=[CH:8][CH:7]=1)[NH2:1], predict the reactants needed to synthesize it. The reactants are: [N+:1]([C:4]1[CH:5]=[C:6]([CH2:10][C:11]([N:13]2[CH2:17][CH2:16][CH2:15][CH2:14]2)=[O:12])[CH:7]=[CH:8][CH:9]=1)([O-])=O.C([O-])=O.[NH4+]. (5) Given the product [C:1]12([C:12]3[C:7](=[CH:8][CH:9]=[CH:10][C:11]=3[O:13][C:14]3[N:19]=[CH:18][C:17]([NH:20][C:21](=[O:22])[C@:23]([CH3:26])([CH2:24][CH3:25])[NH2:27])=[CH:16][N:15]=3)[O:6][CH2:5][CH2:4]1)[CH2:2][CH2:3]2, predict the reactants needed to synthesize it. The reactants are: [C:1]12([C:12]3[C:7](=[CH:8][CH:9]=[CH:10][C:11]=3[O:13][C:14]3[N:19]=[CH:18][C:17]([NH:20][C:21]([C@@:23]([NH:27]C(=O)OC(C)(C)C)([CH3:26])[CH2:24][CH3:25])=[O:22])=[CH:16][N:15]=3)[O:6][CH2:5][CH2:4]1)[CH2:3][CH2:2]2.C(O)(C(F)(F)F)=O. (6) Given the product [O:3]1[C:8]2=[CH:9][CH:10]=[CH:11][C:7]2=[CH:6][C:5]([CH:12]2[CH2:17][CH2:16][CH2:15][CH2:14][N:13]2[CH2:18][CH2:19][C@H:20]2[CH2:21][CH2:22][C@H:23]([NH:26][C:33](=[O:34])[C:32]3[CH:36]=[CH:37][C:29]([C:27]#[N:28])=[CH:30][CH:31]=3)[CH2:24][CH2:25]2)=[CH:4]1, predict the reactants needed to synthesize it. The reactants are: Cl.Cl.[O:3]1[C:8]2=[CH:9][CH:10]=[CH:11][C:7]2=[CH:6][C:5]([CH:12]2[CH2:17][CH2:16][CH2:15][CH2:14][N:13]2[CH2:18][CH2:19][C@H:20]2[CH2:25][CH2:24][C@H:23]([NH2:26])[CH2:22][CH2:21]2)=[CH:4]1.[C:27]([C:29]1[CH:37]=[CH:36][C:32]([C:33](O)=[O:34])=[CH:31][CH:30]=1)#[N:28].